From a dataset of Catalyst prediction with 721,799 reactions and 888 catalyst types from USPTO. Predict which catalyst facilitates the given reaction. (1) Reactant: [Cl:1][C:2]1[CH:7]=[CH:6][C:5]([N:8]2[C:16]([CH:17]([CH:21]3[CH2:26][CH2:25][CH2:24][CH2:23][CH2:22]3)[C:18](O)=[O:19])=[C:15]3[C:10]([CH2:11][CH2:12][CH2:13][CH2:14]3)=[N:9]2)=[CH:4][CH:3]=1. Product: [Cl:1][C:2]1[CH:7]=[CH:6][C:5]([N:8]2[C:16]([CH:17]([CH:21]3[CH2:26][CH2:25][CH2:24][CH2:23][CH2:22]3)[CH2:18][OH:19])=[C:15]3[C:10]([CH2:11][CH2:12][CH2:13][CH2:14]3)=[N:9]2)=[CH:4][CH:3]=1. The catalyst class is: 1. (2) Reactant: [H-].[Na+].[CH2:3]([OH:8])[C:4]#[C:5][CH2:6][OH:7].Br[CH2:10][C:11]#[N:12]. Product: [OH:7][CH2:6][C:5]#[C:4][CH2:3][O:8][CH2:10][C:11]#[N:12]. The catalyst class is: 1. (3) Reactant: Br[C:2]1[S:6][C:5]([NH:7][C:8]([O:10][C:11]([CH3:14])([CH3:13])[CH3:12])=[O:9])=[C:4]([C:15]([O:17][CH3:18])=[O:16])[CH:3]=1.C([Sn](CCCC)(CCCC)[C:24]1[CH:29]=[CH:28][CH:27]=[CH:26][N:25]=1)CCC. Product: [C:11]([O:10][C:8]([NH:7][C:5]1[S:6][C:2]([C:24]2[CH:29]=[CH:28][CH:27]=[CH:26][N:25]=2)=[CH:3][C:4]=1[C:15]([O:17][CH3:18])=[O:16])=[O:9])([CH3:14])([CH3:13])[CH3:12]. The catalyst class is: 77. (4) Reactant: Br[C:2]1[CH:3]=[C:4]2[C:31](=[CH:32][CH:33]=1)[C:8]1[NH:9][C:10]([C@@H:12]3[CH2:16][CH2:15][CH2:14][N:13]3[C:17](=[O:30])[C@@H:18]([NH:25][C:26](=[O:29])[O:27][CH3:28])[CH:19]3[CH2:24][CH2:23][O:22][CH2:21][CH2:20]3)=[N:11][C:7]=1[CH2:6][CH2:5]2.CC1(C)C(C)(C)OB([C:42]2[CH:43]=[C:44]3[C:49](=[CH:50][CH:51]=2)[CH:48]=[C:47]([C:52]2[NH:56][C:55]([C@@H:57]4[CH2:61][CH2:60][CH2:59][N:58]4[C:62]([O:64][C:65]([CH3:68])([CH3:67])[CH3:66])=[O:63])=[N:54][CH:53]=2)[CH:46]=[CH:45]3)O1.C([O-])([O-])=O.[K+].[K+]. Product: [CH3:28][O:27][C:26]([NH:25][C@@H:18]([CH:19]1[CH2:24][CH2:23][O:22][CH2:21][CH2:20]1)[C:17]([N:13]1[CH2:14][CH2:15][CH2:16][C@H:12]1[C:10]1[NH:9][C:8]2[C:31]3[C:4]([CH2:5][CH2:6][C:7]=2[N:11]=1)=[CH:3][C:2]([C:42]1[CH:43]=[C:44]2[C:49](=[CH:50][CH:51]=1)[CH:48]=[C:47]([C:52]1[NH:56][C:55]([C@@H:57]4[CH2:61][CH2:60][CH2:59][N:58]4[C:62]([O:64][C:65]([CH3:68])([CH3:67])[CH3:66])=[O:63])=[N:54][CH:53]=1)[CH:46]=[CH:45]2)=[CH:33][CH:32]=3)=[O:30])=[O:29]. The catalyst class is: 104.